Dataset: Full USPTO retrosynthesis dataset with 1.9M reactions from patents (1976-2016). Task: Predict the reactants needed to synthesize the given product. (1) Given the product [Br:15][C:10]1[C:9](=[O:14])[N:8]([C:5]2[CH:6]=[CH:7][C:2]([Cl:1])=[CH:3][CH:4]=2)[CH:13]=[CH:12][CH:11]=1, predict the reactants needed to synthesize it. The reactants are: [Cl:1][C:2]1[CH:7]=[CH:6][C:5]([N:8]2[CH:13]=[CH:12][CH:11]=[CH:10][C:9]2=[O:14])=[CH:4][CH:3]=1.[Br-:15].[Br-].[Br-].C([N+](CCCC)(CCCC)CCCC)CCC.C([N+](CCCC)(CCCC)CCCC)CCC.C([N+](CCCC)(CCCC)CCCC)CCC. (2) Given the product [Cl:27][C:24]1[CH:25]=[CH:26][C:21]([O:20][CH:17]2[CH2:16][CH2:15][N:14]([C:3]3[C:2]([NH:39][CH:37]([CH3:38])[CH3:36])=[N:11][C:10]4[C:5](=[CH:6][CH:7]=[C:8]([C:12]#[N:13])[CH:9]=4)[N:4]=3)[CH2:19][CH2:18]2)=[C:22]([F:28])[CH:23]=1, predict the reactants needed to synthesize it. The reactants are: Cl[C:2]1[C:3]([N:14]2[CH2:19][CH2:18][CH:17]([O:20][C:21]3[CH:26]=[CH:25][C:24]([Cl:27])=[CH:23][C:22]=3[F:28])[CH2:16][CH2:15]2)=[N:4][C:5]2[C:10]([N:11]=1)=[CH:9][C:8]([C:12]#[N:13])=[CH:7][CH:6]=2.C(N(CC)CC)C.[CH3:36][CH:37]([NH2:39])[CH3:38]. (3) Given the product [Cl:26][C:23]1[CH:24]=[CH:25][C:20]([C:18]([NH:17][CH:13]([CH2:12][C:7]2[C:5]3[C:4](=[CH:3][CH:2]=[CH:1][CH:6]=3)[NH:11][C:9](=[O:10])[CH:8]=2)[C:14]([O:16][CH2:29][CH:30]2[CH2:35][CH2:34][CH2:33][N:32]([CH3:36])[CH2:31]2)=[O:15])=[O:19])=[CH:21][CH:22]=1, predict the reactants needed to synthesize it. The reactants are: [CH:1]1[CH:2]=[CH:3][C:4]2[NH:11][C:9](=[O:10])[CH:8]=[C:7]([CH2:12][CH:13]([NH:17][C:18]([C:20]3[CH:21]=[CH:22][C:23]([Cl:26])=[CH:24][CH:25]=3)=[O:19])[C:14]([OH:16])=[O:15])[C:5]=2[CH:6]=1.Cl.Cl[CH2:29][CH:30]1[CH2:35][CH2:34][CH2:33][N:32]([CH3:36])[CH2:31]1. (4) Given the product [Si:24]([O:1][CH2:2][CH2:3][CH:4]([C:9]1[CH:14]=[CH:13][C:12]([C:15]([F:16])([F:17])[F:18])=[CH:11][CH:10]=1)[CH2:5][C:6]([NH2:8])=[O:7])([C:37]([CH3:40])([CH3:39])[CH3:38])([C:31]1[CH:32]=[CH:33][CH:34]=[CH:35][CH:36]=1)[C:25]1[CH:30]=[CH:29][CH:28]=[CH:27][CH:26]=1, predict the reactants needed to synthesize it. The reactants are: [OH:1][CH2:2][CH2:3][CH:4]([C:9]1[CH:14]=[CH:13][C:12]([C:15]([F:18])([F:17])[F:16])=[CH:11][CH:10]=1)[CH2:5][C:6]([NH2:8])=[O:7].N1C=CN=C1.[Si:24](Cl)([C:37]([CH3:40])([CH3:39])[CH3:38])([C:31]1[CH:36]=[CH:35][CH:34]=[CH:33][CH:32]=1)[C:25]1[CH:30]=[CH:29][CH:28]=[CH:27][CH:26]=1. (5) Given the product [CH3:1][C:2]1[C:6]([C:7]#[N:8])=[C:5]([CH3:10])[N:4]([C:11]2[CH:16]=[CH:15][C:14]([O:17][CH2:18][C:19]3[C:24]([N:25]4[C:29](=[O:30])[N:28]([CH3:31])[N:27]=[N:26]4)=[CH:23][CH:22]=[CH:21][C:20]=3[CH3:32])=[C:13]([CH3:33])[CH:12]=2)[N:3]=1, predict the reactants needed to synthesize it. The reactants are: [CH3:1][C:2]1[C:6]([CH:7]=[N:8]O)=[C:5]([CH3:10])[N:4]([C:11]2[CH:16]=[CH:15][C:14]([O:17][CH2:18][C:19]3[C:24]([N:25]4[C:29](=[O:30])[N:28]([CH3:31])[N:27]=[N:26]4)=[CH:23][CH:22]=[CH:21][C:20]=3[CH3:32])=[C:13]([CH3:33])[CH:12]=2)[N:3]=1.CN(C)C=O.ClC1N=C(Cl)N=C(Cl)N=1. (6) The reactants are: [Br:1][C:2]1[CH:3]=[N:4][CH:5]=[C:6]([CH:10]=1)[C:7](O)=[O:8].CN(C)C=O.S(Cl)([Cl:18])=O. Given the product [Br:1][C:2]1[CH:3]=[N:4][CH:5]=[C:6]([CH:10]=1)[C:7]([Cl:18])=[O:8], predict the reactants needed to synthesize it. (7) Given the product [CH:1]1([C:4]2[NH:8][C:7]3[CH:9]=[C:10]([C:23]4[C:24]([CH3:29])=[N:25][O:26][C:27]=4[CH3:28])[CH:11]=[C:12]([CH:13]([OH:22])[CH:14]4[CH:19]5[CH2:20][CH:16]([CH2:17][CH2:18]5)[CH:15]4[OH:21])[C:6]=3[N:5]=2)[CH2:2][CH2:3]1, predict the reactants needed to synthesize it. The reactants are: [CH:1]1([C:4]2[NH:8][C:7]3[CH:9]=[C:10]([C:23]4[C:24]([CH3:29])=[N:25][O:26][C:27]=4[CH3:28])[CH:11]=[C:12]([CH:13]([OH:22])[CH:14]4[CH:19]5[CH2:20][CH:16]([CH2:17][CH2:18]5)[C:15]4=[O:21])[C:6]=3[N:5]=2)[CH2:3][CH2:2]1.[BH4-].[Na+]. (8) Given the product [F:27][C:13]([F:12])([F:26])[C:14]1[CH:19]=[CH:18][N:17]=[C:16]([C:20]2[N:24]([C:31]([N:30]([O:29][CH3:28])[CH3:34])=[O:32])[C:23](=[O:25])[O:22][N:21]=2)[CH:15]=1, predict the reactants needed to synthesize it. The reactants are: N12CCCN=C1CCCCC2.[F:12][C:13]([F:27])([F:26])[C:14]1[CH:19]=[CH:18][N:17]=[C:16]([C:20]2[NH:21][O:22][C:23](=[O:25])[N:24]=2)[CH:15]=1.[CH3:28][O:29][N:30]([CH3:34])[C:31](Cl)=[O:32].